This data is from Forward reaction prediction with 1.9M reactions from USPTO patents (1976-2016). The task is: Predict the product of the given reaction. (1) Given the reactants [O:1]1[CH2:5][CH2:4][CH2:3][CH:2]1[CH2:6][OH:7].F[C:9]1[CH:10]=[C:11]([CH3:18])[CH:12]=[CH:13][C:14]=1[N+:15]([O-:17])=[O:16].[CH3:19][C:20]1[CH:26]=[CH:25][C:23]([NH2:24])=[C:22]([O:27][CH2:28][CH:29]2[CH2:33][CH2:32][CH2:31][O:30]2)[CH:21]=1.[NH2:34][C:35]1[S:36][CH:37]=[CH:38][N:39]=1, predict the reaction product. The product is: [N+:15]([C:14]1[CH:13]=[CH:12][C:11]([CH3:18])=[CH:10][C:9]=1[O:7][CH2:6][CH:2]1[CH2:3][CH2:4][CH2:5][O:1]1)([O-:17])=[O:16].[CH3:19][C:20]1[CH:26]=[CH:25][C:23]([NH:24][C:6]([NH:34][C:35]2[S:36][CH:37]=[CH:38][N:39]=2)=[O:7])=[C:22]([O:27][CH2:28][CH:29]2[CH2:33][CH2:32][CH2:31][O:30]2)[CH:21]=1. (2) Given the reactants C([O-])(=O)C.C([O-])(=O)C.C([O-])(=O)C.[Cl:13][C:14]1[CH:15]=[CH:16][C:17]([CH3:21])=[C:18]([Pb+3])[CH:19]=1.[CH:22]12[CH2:29][CH:26]([CH2:27][CH2:28]1)[C:25](=[O:30])[CH2:24][C:23]2=[O:31].C1(C)C=CC=CC=1, predict the reaction product. The product is: [Cl:13][C:14]1[CH:15]=[CH:16][C:17]([CH3:21])=[C:18]([CH:24]2[C:25](=[O:30])[CH:26]3[CH2:29][CH:22]([CH2:28][CH2:27]3)[C:23]2=[O:31])[CH:19]=1. (3) Given the reactants [NH2:1][C:2]1[CH:7]=[CH:6][C:5]([CH2:8][C:9]2[CH:14]=[CH:13][CH:12]=[CH:11][C:10]=2[O:15][CH3:16])=[CH:4][C:3]=1[C:17]([C:19]1[N:23]([CH3:24])[N:22]=[CH:21][C:20]=1I)=[O:18].NC1C=CC(CC2C=CC(Cl)=CC=2)=CC=1C(C1N(C)N=CC=1I)=O, predict the reaction product. The product is: [CH3:16][O:15][C:10]1[CH:11]=[CH:12][CH:13]=[CH:14][C:9]=1[CH2:8][C:5]1[CH:6]=[CH:7][C:2]2[NH:1][C:20]3[CH:21]=[N:22][N:23]([CH3:24])[C:19]=3[C:17](=[O:18])[C:3]=2[CH:4]=1. (4) The product is: [CH:39]1[C:47]2[C:46]3[CH2:48][CH2:49][CH2:50][CH2:51][CH2:52][CH2:53][C:45]=3[O:44][C:43]=2[CH:42]=[CH:41][C:40]=1[NH:54][C:36](=[O:38])[CH2:35][C:32]1[CH:31]=[CH:30][N:29]=[CH:34][CH:33]=1. Given the reactants C(N(CC)CC)C.CN(C)CCCN=C=NCC.ON1C2C=CC=CC=2N=N1.[N:29]1[CH:34]=[CH:33][C:32]([CH2:35][C:36]([OH:38])=O)=[CH:31][CH:30]=1.[CH:39]1[C:47]2[C:46]3[CH2:48][CH2:49][CH2:50][CH2:51][CH2:52][CH2:53][C:45]=3[O:44][C:43]=2[CH:42]=[CH:41][C:40]=1[NH2:54], predict the reaction product. (5) Given the reactants Cl[C:2]1[CH:7]=[C:6]([N:8]2[CH2:13][CH2:12][O:11][CH2:10][C@H:9]2[CH2:14][CH3:15])[N:5]=[C:4]([NH:16][CH3:17])[N:3]=1.[C:18]([C:20]1[C:25]([F:26])=[CH:24][C:23](B(O)O)=[CH:22][C:21]=1[F:30])#[N:19].C(Cl)Cl.C([O-])([O-])=O.[K+].[K+], predict the reaction product. The product is: [CH2:14]([C@@H:9]1[CH2:10][O:11][CH2:12][CH2:13][N:8]1[C:6]1[N:5]=[C:4]([NH:16][CH3:17])[N:3]=[C:2]([C:23]2[CH:24]=[C:25]([F:26])[C:20]([C:18]#[N:19])=[C:21]([F:30])[CH:22]=2)[CH:7]=1)[CH3:15].